From a dataset of Reaction yield outcomes from USPTO patents with 853,638 reactions. Predict the reaction yield, written as a fraction of the theoretical maximum amount of product (1.0 means a 100% yield; for example, 0.34 means a 34% yield). (1) The reactants are [Cl:1][C:2]1[CH:7]=[CH:6][C:5]([C@@H:8]([NH:16][C:17]([C:19]2([NH:34]C(=O)OC(C)(C)C)[CH2:24][CH2:23][N:22]([C:25]3[C:26]4[CH:33]=[CH:32][NH:31][C:27]=4[N:28]=[CH:29][N:30]=3)[CH2:21][CH2:20]2)=[O:18])[CH2:9][CH2:10][N:11]([CH2:14][CH3:15])[CH2:12][CH3:13])=[CH:4][CH:3]=1.C(O)(C(F)(F)F)=O. The catalyst is C(Cl)Cl. The product is [NH2:34][C:19]1([C:17]([NH:16][C@H:8]([C:5]2[CH:6]=[CH:7][C:2]([Cl:1])=[CH:3][CH:4]=2)[CH2:9][CH2:10][N:11]([CH2:12][CH3:13])[CH2:14][CH3:15])=[O:18])[CH2:20][CH2:21][N:22]([C:25]2[C:26]3[CH:33]=[CH:32][NH:31][C:27]=3[N:28]=[CH:29][N:30]=2)[CH2:23][CH2:24]1. The yield is 0.293. (2) The reactants are [CH2:1]([OH:4])[CH2:2][OH:3].[H-].[Na+].Br[CH2:8][C:9]1[CH:14]=[CH:13][C:12]([Cl:15])=[CH:11][CH:10]=1.O. The catalyst is C1COCC1.[N+](CCCC)(CCCC)(CCCC)CCCC.[I-].CCOC(C)=O. The product is [Cl:15][C:12]1[CH:13]=[CH:14][C:9]([CH2:8][O:3][CH2:2][CH2:1][OH:4])=[CH:10][CH:11]=1. The yield is 0.460. (3) The reactants are [OH:1][CH:2](CO)[CH2:3][C:4]1([C:18]([O:20][C:21]([CH3:24])([CH3:23])[CH3:22])=[O:19])[CH2:8][C:7](=[O:9])[N:6]([C:10]2[C:15]([CH3:16])=[CH:14][CH:13]=[CH:12][C:11]=2[CH3:17])[CH2:5]1.O.CO. The catalyst is C1COCC1.C(OCC)(=O)C. The product is [CH3:16][C:15]1[CH:14]=[CH:13][CH:12]=[C:11]([CH3:17])[C:10]=1[N:6]1[C:7](=[O:9])[CH2:8][C:4]([CH2:3][CH:2]=[O:1])([C:18]([O:20][C:21]([CH3:23])([CH3:24])[CH3:22])=[O:19])[CH2:5]1. The yield is 0.880. (4) The reactants are [C:1]([C:5]1[CH:23]=[CH:22][CH:21]=[CH:20][C:6]=1[O:7][CH:8]1[CH2:11][N:10]([C:12](=[O:19])[CH2:13][C:14]([O:16]CC)=[O:15])[CH2:9]1)([CH3:4])([CH3:3])[CH3:2].[OH-].[Li+].Cl. The catalyst is C(O)C. The product is [C:1]([C:5]1[CH:23]=[CH:22][CH:21]=[CH:20][C:6]=1[O:7][CH:8]1[CH2:9][N:10]([C:12](=[O:19])[CH2:13][C:14]([OH:16])=[O:15])[CH2:11]1)([CH3:4])([CH3:2])[CH3:3]. The yield is 0.510. (5) The reactants are [F:1][C:2]1[C:3]([N+:16]([O-])=O)=[CH:4][C:5]([N+:13]([O-])=O)=[C:6](/[CH:8]=[CH:9]/N(C)C)[CH:7]=1. The catalyst is [Ni].CCO. The product is [F:1][C:2]1[CH:7]=[C:6]2[C:5](=[CH:4][C:3]=1[NH2:16])[NH:13][CH:9]=[CH:8]2. The yield is 0.160.